Dataset: Catalyst prediction with 721,799 reactions and 888 catalyst types from USPTO. Task: Predict which catalyst facilitates the given reaction. Reactant: [F:1][C:2]([F:34])([F:33])[C:3]([NH:5][C:6]1[CH:11]=[CH:10][C:9]([S:12](=[O:25])(=[O:24])[NH:13][C:14]2[CH:15]=[CH:16][C:17]3[CH2:21][O:20][B:19]([OH:22])[C:18]=3[CH:23]=2)=[C:8](/[CH:26]=[C:27]2\[C:28](=[O:32])[O:29][CH2:30][CH2:31]\2)[CH:7]=1)=[O:4]. Product: [F:34][C:2]([F:1])([F:33])[C:3]([NH:5][C:6]1[CH:11]=[CH:10][C:9]([S:12](=[O:25])(=[O:24])[NH:13][C:14]2[CH:15]=[CH:16][C:17]3[CH2:21][O:20][B:19]([OH:22])[C:18]=3[CH:23]=2)=[C:8]([CH2:26][CH:27]2[CH2:31][CH2:30][O:29][C:28]2=[O:32])[CH:7]=1)=[O:4]. The catalyst class is: 19.